Dataset: Ames mutagenicity test results for genotoxicity prediction. Task: Regression/Classification. Given a drug SMILES string, predict its toxicity properties. Task type varies by dataset: regression for continuous values (e.g., LD50, hERG inhibition percentage) or binary classification for toxic/non-toxic outcomes (e.g., AMES mutagenicity, cardiotoxicity, hepatotoxicity). Dataset: ames. (1) The compound is COc1cc2c(c3oc(=O)c4c(c13)[C@@H](O)C[C@@H]4O)[C@@H]1C=CO[C@@H]1O2. The result is 1 (mutagenic). (2) The drug is CCCCCCCCCC[C@H]1CO1. The result is 0 (non-mutagenic). (3) The result is 1 (mutagenic). The drug is [N-]=[N+]=NCC(O)c1ccccc1. (4) The drug is CCCCN(C[C@H](O)CC)N=O. The result is 1 (mutagenic).